From a dataset of Forward reaction prediction with 1.9M reactions from USPTO patents (1976-2016). Predict the product of the given reaction. (1) Given the reactants [CH:1]1([C:7]#[C:8][C:9]2[CH:10]=[CH:11][C:12]([NH:18][C:19]([C:21]3[CH:26]=[CH:25][C:24]([CH:27]4[CH2:32][CH2:31][CH2:30][CH2:29][CH2:28]4)=[CH:23][CH:22]=3)=[O:20])=[C:13]([CH:17]=2)[C:14]([OH:16])=[O:15])[CH2:6][CH2:5][CH2:4][CH2:3][CH2:2]1, predict the reaction product. The product is: [CH:1]1([CH2:7][CH2:8][C:9]2[CH:10]=[CH:11][C:12]([NH:18][C:19]([C:21]3[CH:26]=[CH:25][C:24]([CH:27]4[CH2:32][CH2:31][CH2:30][CH2:29][CH2:28]4)=[CH:23][CH:22]=3)=[O:20])=[C:13]([CH:17]=2)[C:14]([OH:16])=[O:15])[CH2:6][CH2:5][CH2:4][CH2:3][CH2:2]1. (2) Given the reactants [Cl:1][C:2]1[CH:7]=[C:6]([O:8][C:9]2[C:18]3[C:13](=[CH:14][C:15]([OH:21])=[C:16]([O:19][CH3:20])[CH:17]=3)[N:12]=[CH:11][CH:10]=2)[CH:5]=[CH:4][C:3]=1[NH:22][C:23]([NH:25][C:26]1[CH:31]=[CH:30][C:29]([F:32])=[CH:28][C:27]=1[F:33])=[O:24].C(=O)([O-])[O-].[K+].[K+].Cl.Cl[CH2:42][CH2:43][N:44]1[CH2:49][CH2:48][O:47][CH2:46][CH2:45]1.C(=O)([O-])O.[Na+], predict the reaction product. The product is: [Cl:1][C:2]1[CH:7]=[C:6]([O:8][C:9]2[C:18]3[C:13](=[CH:14][C:15]([O:21][CH2:42][CH2:43][N:44]4[CH2:49][CH2:48][O:47][CH2:46][CH2:45]4)=[C:16]([O:19][CH3:20])[CH:17]=3)[N:12]=[CH:11][CH:10]=2)[CH:5]=[CH:4][C:3]=1[NH:22][C:23]([NH:25][C:26]1[CH:31]=[CH:30][C:29]([F:32])=[CH:28][C:27]=1[F:33])=[O:24].